This data is from Forward reaction prediction with 1.9M reactions from USPTO patents (1976-2016). The task is: Predict the product of the given reaction. Given the reactants [CH3:1][C:2]1[C:6]([CH2:7][C:8]2[CH:13]=[CH:12][C:11]([CH2:14][CH3:15])=[CH:10][CH:9]=2)=[C:5]([CH3:16])[N:4]([C@@H:17]2[O:46][C@H:45]([CH2:47][O:48]CC3C=CC=CC=3)[C@@H:36]([O:37]CC3C=CC=CC=3)[C@H:27]([O:28]CC3C=CC=CC=3)[C@H:18]2[O:19]CC2C=CC=CC=2)[N:3]=1, predict the reaction product. The product is: [CH3:1][C:2]1[C:6]([CH2:7][C:8]2[CH:13]=[CH:12][C:11]([CH2:14][CH3:15])=[CH:10][CH:9]=2)=[C:5]([CH3:16])[N:4]([C@@H:17]2[O:46][C@H:45]([CH2:47][OH:48])[C@@H:36]([OH:37])[C@H:27]([OH:28])[C@H:18]2[OH:19])[N:3]=1.